Dataset: Full USPTO retrosynthesis dataset with 1.9M reactions from patents (1976-2016). Task: Predict the reactants needed to synthesize the given product. (1) Given the product [Cl:1][C:2]1[CH:7]=[C:6]([I:29])[CH:5]=[CH:4][C:3]=1[NH:8][C:9]1[C:10]([F:21])=[C:11]([F:20])[CH:12]=[C:13]2[C:17]=1[C:16](=[O:18])[NH:15][CH:14]2[CH3:19], predict the reactants needed to synthesize it. The reactants are: [Cl:1][C:2]1[CH:7]=[CH:6][CH:5]=[CH:4][C:3]=1[NH:8][C:9]1[C:10]([F:21])=[C:11]([F:20])[CH:12]=[C:13]2[C:17]=1[C:16](=[O:18])[NH:15][CH:14]2[CH3:19].C1C(=O)N([I:29])C(=O)C1. (2) Given the product [Cl:29][C:27]1[CH:26]=[CH:25][C:23]2[NH:24][C:20]([C@@H:19]([NH:30][C:31](=[O:46])[C:32]3[CH:37]=[CH:36][C:35]([C:38]([N:40]4[CH2:44][CH2:43][CH2:42][CH2:41]4)=[O:39])=[C:34]([CH3:45])[CH:33]=3)[CH2:18][CH2:17][CH:14]3[CH2:13][CH2:12][NH:11][CH2:16][CH2:15]3)=[N:21][C:22]=2[CH:28]=1, predict the reactants needed to synthesize it. The reactants are: C(OC([N:11]1[CH2:16][CH2:15][CH:14]([CH2:17][CH2:18][C@H:19]([NH:30][C:31](=[O:46])[C:32]2[CH:37]=[CH:36][C:35]([C:38]([N:40]3[CH2:44][CH2:43][CH2:42][CH2:41]3)=[O:39])=[C:34]([CH3:45])[CH:33]=2)[C:20]2[NH:24][C:23]3[CH:25]=[CH:26][C:27]([Cl:29])=[CH:28][C:22]=3[N:21]=2)[CH2:13][CH2:12]1)=O)C1C=CC=CC=1.I[Si](C)(C)C.ClCCl.C(O)C.ClCl. (3) The reactants are: [CH2:1]([N:4]1[C:12](=[O:13])[C:11]2[C:6](=[CH:7][CH:8]=[CH:9][CH:10]=2)[C:5]1=[O:14])[CH:2]=[CH2:3].B1C2CCCC1CCC2.C([O-])([O-])=O.[K+].[K+].[CH3:30][C:31]1[S:32][C:33]2[CH:39]=[C:38](Br)[CH:37]=[CH:36][C:34]=2[N:35]=1. Given the product [CH3:30][C:31]1[S:32][C:33]2[CH:39]=[CH:38][C:37]([CH2:3][CH2:2][CH2:1][N:4]3[C:12](=[O:13])[C:11]4[C:6](=[CH:7][CH:8]=[CH:9][CH:10]=4)[C:5]3=[O:14])=[CH:36][C:34]=2[N:35]=1, predict the reactants needed to synthesize it. (4) Given the product [C:19]([O:22][CH2:23][C:24]1[C:25]([N:39]2[CH2:50][CH2:49][N:48]3[C:41](=[CH:42][C:43]4[CH2:44][C:45]([CH3:52])([CH3:51])[CH2:46][C:47]=43)[C:40]2=[O:53])=[N:26][CH:27]=[CH:28][C:29]=1[C:2]1[CH:3]=[C:4]([NH:10][C:11]2[CH:15]=[C:14]([CH3:16])[N:13]([CH2:17][CH3:18])[N:12]=2)[C:5](=[O:9])[N:6]([CH3:8])[CH:7]=1)(=[O:21])[CH3:20], predict the reactants needed to synthesize it. The reactants are: Br[C:2]1[CH:3]=[C:4]([NH:10][C:11]2[CH:15]=[C:14]([CH3:16])[N:13]([CH2:17][CH3:18])[N:12]=2)[C:5](=[O:9])[N:6]([CH3:8])[CH:7]=1.[C:19]([O:22][CH2:23][C:24]1[C:25]([N:39]2[CH2:50][CH2:49][N:48]3[C:41](=[CH:42][C:43]4[CH2:44][C:45]([CH3:52])([CH3:51])[CH2:46][C:47]=43)[C:40]2=[O:53])=[N:26][CH:27]=[CH:28][C:29]=1B1OC(C)(C)C(C)(C)O1)(=[O:21])[CH3:20].[O-]P([O-])([O-])=O.[K+].[K+].[K+].C([O-])(=O)C.[Na+]. (5) The reactants are: Br[C:2]1[CH:3]=[CH:4][C:5]([O:19][CH:20]([CH:24]([CH3:26])[CH3:25])[CH:21]([CH3:23])[CH3:22])=[C:6]([NH:8][C:9]([NH:11][C:12]2[CH:17]=[CH:16][C:15]([CH3:18])=[CH:14][CH:13]=2)=[O:10])[CH:7]=1.[C:27]([C:30]1[CH:35]=[CH:34][CH:33]=[CH:32][C:31]=1B(O)O)([OH:29])=[O:28].BrC1C=C(C(C2C=CC=CC=2)C=C)C(OCCC)=C(NC(NC2C=CC(C)=CC=2)=O)C=1. Given the product [CH3:22][CH:21]([CH:20]([O:19][C:5]1[CH:4]=[CH:3][C:2]([C:31]2[C:30]([C:27]([OH:29])=[O:28])=[CH:35][CH:34]=[CH:33][CH:32]=2)=[CH:7][C:6]=1[NH:8][C:9]([NH:11][C:12]1[CH:17]=[CH:16][C:15]([CH3:18])=[CH:14][CH:13]=1)=[O:10])[CH:24]([CH3:26])[CH3:25])[CH3:23], predict the reactants needed to synthesize it. (6) The reactants are: [Cl:1][C:2]1[CH:7]=[CH:6][C:5]([C:8]2[CH:9]=[CH:10][C:11]([C:14](=O)[CH2:15][CH2:16][C:17]([F:20])([F:19])[F:18])=[N:12][CH:13]=2)=[CH:4][CH:3]=1.Cl.[CH3:23][O:24][NH2:25].N1C=CC=CC=1. Given the product [Cl:1][C:2]1[CH:7]=[CH:6][C:5]([C:8]2[CH:9]=[CH:10][C:11]([C:14](=[N:25][O:24][CH3:23])[CH2:15][CH2:16][C:17]([F:20])([F:19])[F:18])=[N:12][CH:13]=2)=[CH:4][CH:3]=1, predict the reactants needed to synthesize it. (7) Given the product [Br:1][C:2]1[CH:3]=[C:4]([C:9]([O:11][CH3:12])=[O:10])[CH:5]=[N:6][C:7]=1[O:8][CH2:19][CH:16]1[CH2:17][CH2:18][O:13][CH2:14][CH2:15]1, predict the reactants needed to synthesize it. The reactants are: [Br:1][C:2]1[CH:3]=[C:4]([C:9]([O:11][CH3:12])=[O:10])[CH:5]=[N:6][C:7]=1[OH:8].[O:13]1[CH2:18][CH2:17][CH:16]([CH2:19]O)[CH2:15][CH2:14]1.C1(P(C2C=CC=CC=2)C2C=CC=CC=2)C=CC=CC=1.N(C(OCC)=O)=NC(OCC)=O. (8) Given the product [N+:8]([C:6]1[CH:7]=[C:2]([C:24]2[CH:29]=[CH:18][C:17]([N:14]([CH3:12])[CH3:15])=[CH:26][CH:25]=2)[CH:3]=[CH:4][C:5]=1[F:11])([O-:10])=[O:9], predict the reactants needed to synthesize it. The reactants are: Br[C:2]1[CH:3]=[CH:4][C:5]([F:11])=[C:6]([N+:8]([O-:10])=[O:9])[CH:7]=1.[CH2:12]([N:14]([CH2:17][CH3:18])[CH2:15]C)C.C(P(C(C)(C)C)[C:24]1[CH:29]=CC=[CH:26][C:25]=1[C:24]1[CH:29]=CC=[CH:26][CH:25]=1)(C)(C)C.